This data is from Reaction yield outcomes from USPTO patents with 853,638 reactions. The task is: Predict the reaction yield, written as a fraction of the theoretical maximum amount of product (1.0 means a 100% yield; for example, 0.34 means a 34% yield). (1) The reactants are [CH3:1][N:2]([CH3:37])[C:3]1[CH:8]=[CH:7][C:6]([NH:9][C:10]([NH:12]/[N:13]=[CH:14]/[C:15]2[CH:20]=[CH:19][C:18]([C:21]3[N:25]=[CH:24][N:23]([C:26]4[CH:31]=[CH:30][C:29]([O:32][C:33]([F:36])([F:35])[F:34])=[CH:28][CH:27]=4)[N:22]=3)=[CH:17][CH:16]=2)=[S:11])=[CH:5][CH:4]=1.I[CH3:39]. The catalyst is CCO. The product is [CH3:1][N:2]([CH3:37])[C:3]1[CH:8]=[CH:7][C:6]([NH:9][C:10]([NH:12][N:13]=[CH:14][C:15]2[CH:16]=[CH:17][C:18]([C:21]3[N:25]=[CH:24][N:23]([C:26]4[CH:31]=[CH:30][C:29]([O:32][C:33]([F:34])([F:36])[F:35])=[CH:28][CH:27]=4)[N:22]=3)=[CH:19][CH:20]=2)=[SH:11][CH3:39])=[CH:5][CH:4]=1. The yield is 0.600. (2) The reactants are [CH:1]1([C:4]2[CH:5]=[CH:6][C:7]([C:15]([OH:17])=O)=[N:8][C:9]=2[O:10][CH2:11][CH:12]2[CH2:14][CH2:13]2)[CH2:3][CH2:2]1.Cl.[F:19][C:20]([F:27])([F:26])[C:21]1([OH:25])[CH2:24][NH:23][CH2:22]1. No catalyst specified. The product is [CH:1]1([C:4]2[CH:5]=[CH:6][C:7]([C:15]([N:23]3[CH2:24][C:21]([OH:25])([C:20]([F:27])([F:26])[F:19])[CH2:22]3)=[O:17])=[N:8][C:9]=2[O:10][CH2:11][CH:12]2[CH2:13][CH2:14]2)[CH2:2][CH2:3]1. The yield is 0.230.